From a dataset of Reaction yield outcomes from USPTO patents with 853,638 reactions. Predict the reaction yield, written as a fraction of the theoretical maximum amount of product (1.0 means a 100% yield; for example, 0.34 means a 34% yield). (1) The reactants are P(Br)(Br)[Br:2].[CH2:5]([C:7]1[CH:8]=[CH:9][C:10]([CH:13](O)[CH2:14][O:15][C:16]2[CH:23]=[CH:22][C:19]([CH:20]=[O:21])=[CH:18][CH:17]=2)=[N:11][CH:12]=1)[CH3:6].O. The catalyst is C(Cl)(Cl)Cl. The product is [Br:2][CH:13]([C:10]1[CH:9]=[CH:8][C:7]([CH2:5][CH3:6])=[CH:12][N:11]=1)[CH2:14][O:15][C:16]1[CH:23]=[CH:22][C:19]([CH:20]=[O:21])=[CH:18][CH:17]=1. The yield is 0.500. (2) The reactants are [NH2:1][C:2]1[S:3][C:4]2[C:10]([C:11]#[N:12])=[C:9]([O:13][C:14]3[CH:15]=[CH:16][C:17]([F:34])=[C:18]([NH:20][C:21](=[O:33])[CH2:22][C:23]4[CH:28]=[CH:27][CH:26]=[C:25]([C:29]([F:32])([F:31])[F:30])[CH:24]=4)[CH:19]=3)[CH:8]=[CH:7][C:5]=2[N:6]=1.N1C=CC=CC=1.[CH:41]1([C:44](Cl)=[O:45])[CH2:43][CH2:42]1.O. The catalyst is CN(C)C(=O)C. The product is [C:11]([C:10]1[C:4]2[S:3][C:2]([NH:1][C:44]([CH:41]3[CH2:43][CH2:42]3)=[O:45])=[N:6][C:5]=2[CH:7]=[CH:8][C:9]=1[O:13][C:14]1[CH:15]=[CH:16][C:17]([F:34])=[C:18]([NH:20][C:21](=[O:33])[CH2:22][C:23]2[CH:28]=[CH:27][CH:26]=[C:25]([C:29]([F:32])([F:30])[F:31])[CH:24]=2)[CH:19]=1)#[N:12]. The yield is 0.950. (3) The reactants are C(OC([N:8]1[CH2:11][CH:10]([O:12][C:13]2[CH:14]=[N:15][CH:16]=[CH:17][CH:18]=2)[CH2:9]1)=O)(C)(C)C.C(O)(C(F)(F)F)=O. The catalyst is C(Cl)Cl. The product is [NH:8]1[CH2:9][CH:10]([O:12][C:13]2[CH:14]=[N:15][CH:16]=[CH:17][CH:18]=2)[CH2:11]1. The yield is 0.670. (4) No catalyst specified. The product is [OH:38][CH2:37][CH2:36][NH:35][C:16](=[O:18])[CH:15]([NH:14][C:12](=[O:13])[C:11]1[CH:31]=[CH:32][C:8]([O:7][C:6]2[CH:5]=[CH:4][C:3]([O:2][CH3:1])=[CH:34][CH:33]=2)=[CH:9][CH:10]=1)[CH2:19][C:20]1[CH:25]=[CH:24][C:23]([O:26][C:27]([F:29])([F:30])[F:28])=[CH:22][CH:21]=1. The yield is 0.890. The reactants are [CH3:1][O:2][C:3]1[CH:34]=[CH:33][C:6]([O:7][C:8]2[CH:32]=[CH:31][C:11]([C:12]([NH:14][CH:15]([CH2:19][C:20]3[CH:25]=[CH:24][C:23]([O:26][C:27]([F:30])([F:29])[F:28])=[CH:22][CH:21]=3)[C:16]([OH:18])=O)=[O:13])=[CH:10][CH:9]=2)=[CH:5][CH:4]=1.[NH2:35][CH2:36][CH2:37][OH:38]. (5) The product is [Cl:9][C:10]1[N:11]=[CH:12][C:13]2[N:17]=[C:7]([NH:6][C:4](=[O:5])[O:3][CH2:1][CH3:2])[S:8][C:14]=2[N:15]=1. The yield is 0.800. The catalyst is CO. The reactants are [CH2:1]([O:3][C:4]([N:6]=[C:7]=[S:8])=[O:5])[CH3:2].[Cl:9][C:10]1[N:15]=[C:14](Cl)[C:13]([NH2:17])=[CH:12][N:11]=1. (6) The reactants are Br.[CH2:2]([O:4][C:5](=[O:34])[C:6]1[CH:11]=[CH:10][CH:9]=[C:8]([O:12][CH2:13][CH2:14][CH2:15][N:16]2[C:20]3[CH:21]=[CH:22][CH:23]=[CH:24][C:19]=3[N:18]([CH2:25][C:26]3[CH:31]=[CH:30][C:29](Br)=[CH:28][CH:27]=3)[C:17]2=[NH:33])[CH:7]=1)[CH3:3].C1C=CC(P(C2C(C3C(P(C4C=CC=CC=4)C4C=CC=CC=4)=CC=C4C=3C=CC=C4)=C3C(C=CC=C3)=CC=2)C2C=CC=CC=2)=CC=1.[Cl:81][C:82]1[CH:87]=[CH:86][C:85]([C:88]2[CH:93]=[CH:92][CH:91]=[CH:90][C:89]=2[CH2:94][N:95]2[CH2:100][CH2:99][NH:98][CH2:97][CH2:96]2)=[CH:84][CH:83]=1.C([O-])([O-])=O.[Cs+].[Cs+]. The catalyst is C1(C)C=CC=CC=1.CC([O-])=O.CC([O-])=O.[Pd+2]. The product is [CH2:2]([O:4][C:5](=[O:34])[C:6]1[CH:11]=[CH:10][CH:9]=[C:8]([O:12][CH2:13][CH2:14][CH2:15][N:16]2[C:20]3[CH:21]=[CH:22][CH:23]=[CH:24][C:19]=3[N:18]([CH2:25][C:26]3[CH:31]=[CH:30][C:29]([N:98]4[CH2:97][CH2:96][N:95]([CH2:94][C:89]5[CH:90]=[CH:91][CH:92]=[CH:93][C:88]=5[C:85]5[CH:86]=[CH:87][C:82]([Cl:81])=[CH:83][CH:84]=5)[CH2:100][CH2:99]4)=[CH:28][CH:27]=3)[C:17]2=[NH:33])[CH:7]=1)[CH3:3]. The yield is 0.610. (7) The reactants are [I:1][C:2]1[CH:3]=[N:4][N:5]([C@H:7]2[CH2:12][CH2:11][C@H:10]([OH:13])[CH2:9][CH2:8]2)[CH:6]=1.[Si:14](Cl)([C:17]([CH3:20])([CH3:19])[CH3:18])([CH3:16])[CH3:15].N1C=CN=C1. The catalyst is CN(C1C=CN=CC=1)C.C(Cl)Cl. The product is [Si:14]([O:13][C@H:10]1[CH2:9][CH2:8][C@H:7]([N:5]2[CH:6]=[C:2]([I:1])[CH:3]=[N:4]2)[CH2:12][CH2:11]1)([C:17]([CH3:20])([CH3:19])[CH3:18])([CH3:16])[CH3:15]. The yield is 0.980. (8) The reactants are [OH-:1].[Na+].[C:3]([C:5]1[CH:6]=[CH:7][C:8]([C:11]2[N:15]([C:16]3[CH:17]=[N:18][C:19]([O:22][CH3:23])=[CH:20][CH:21]=3)[N:14]=[C:13]([C:24]([N:26]3[CH2:31][CH2:30][C:29]([F:33])([F:32])[CH2:28][CH2:27]3)=[O:25])[N:12]=2)=[N:9][CH:10]=1)#[N:4].O. The catalyst is CO.O1CCCC1. The product is [C:3]([C:5]1[CH:6]=[CH:7][C:8]([C:11]2[N:15]([C:16]3[CH:17]=[N:18][C:19]([O:22][CH3:23])=[CH:20][CH:21]=3)[N:14]=[C:13]([C:24]([N:26]3[CH2:27][CH2:28][C:29]([F:33])([F:32])[CH2:30][CH2:31]3)=[O:25])[N:12]=2)=[N:9][CH:10]=1)(=[O:1])[NH2:4]. The yield is 0.0500.